Dataset: Full USPTO retrosynthesis dataset with 1.9M reactions from patents (1976-2016). Task: Predict the reactants needed to synthesize the given product. (1) Given the product [CH3:61][N:62]([CH3:66])[CH2:63][CH2:64][NH:65][C:49]([C:27]1[S:28][C:29]2[N:30]=[CH:31][N:32]=[C:33]([NH:35][C:36]3[C:37]([O:42][CH:43]4[CH2:48][CH2:47][O:46][CH2:45][CH2:44]4)=[N:38][CH:39]=[CH:40][CH:41]=3)[C:34]=2[C:26]=1[CH3:25])=[O:50], predict the reactants needed to synthesize it. The reactants are: CN(C(ON1N=NC2C=CC=NC1=2)=[N+](C)C)C.F[P-](F)(F)(F)(F)F.[CH3:25][C:26]1[C:34]2[C:33]([NH:35][C:36]3[C:37]([O:42][CH:43]4[CH2:48][CH2:47][O:46][CH2:45][CH2:44]4)=[N:38][CH:39]=[CH:40][CH:41]=3)=[N:32][CH:31]=[N:30][C:29]=2[S:28][C:27]=1[C:49](O)=[O:50].CCN(C(C)C)C(C)C.[CH3:61][N:62]([CH3:66])[CH2:63][CH2:64][NH2:65]. (2) The reactants are: [Br:1][C:2]1[CH:3]=[C:4]2[C:8](=[C:9]([Cl:11])[CH:10]=1)[NH:7][C:6]([C:12]([OH:14])=O)=[CH:5]2.[S:15]1[CH:19]=[CH:18][CH:17]=[C:16]1[CH2:20][NH2:21].C(N(CC)C(C)C)(C)C.C1CN([P+](Br)(N2CCCC2)N2CCCC2)CC1.F[P-](F)(F)(F)(F)F. Given the product [S:15]1[CH:19]=[CH:18][CH:17]=[C:16]1[CH2:20][NH:21][C:12]([C:6]1[NH:7][C:8]2[C:4]([CH:5]=1)=[CH:3][C:2]([Br:1])=[CH:10][C:9]=2[Cl:11])=[O:14], predict the reactants needed to synthesize it.